From a dataset of Forward reaction prediction with 1.9M reactions from USPTO patents (1976-2016). Predict the product of the given reaction. (1) Given the reactants C[O:2][C:3](=[O:26])[C:4]1[CH:9]=[CH:8][C:7]([O:10][CH2:11][CH2:12][N:13]2[CH2:18][CH2:17][N:16]([CH2:19][CH2:20][C:21]([CH3:24])([CH3:23])[CH3:22])[CH2:15][CH2:14]2)=[C:6]([CH3:25])[CH:5]=1.[OH-].[Na+], predict the reaction product. The product is: [CH3:22][C:21]([CH3:24])([CH3:23])[CH2:20][CH2:19][N:16]1[CH2:17][CH2:18][N:13]([CH2:12][CH2:11][O:10][C:7]2[CH:8]=[CH:9][C:4]([C:3]([OH:26])=[O:2])=[CH:5][C:6]=2[CH3:25])[CH2:14][CH2:15]1. (2) The product is: [C:61]1([OH:62])[CH:56]=[CH:57][CH:58]=[CH:59][CH:60]=1.[CH:6]([Cl:18])([Cl:15])[Cl:14]. Given the reactants OP([O-])([O-])=S.[CH2:6](O)C(N)(CO)CO.[ClH:14].[Cl-:15].[K+].[Mg+2].[Cl-:18].[Cl-].C(N(CC(O)=O)CC(O)=O)CN(CC(O)=O)CC(O)=O.C(S)[C@@H](O)[C@H](O)CS.[Na+].[Cl-].CCCCCC[CH2:56][CH2:57][CH2:58][CH2:59][CH2:60][CH2:61][O:62]S([O-])(=O)=O.[Na+], predict the reaction product. (3) The product is: [CH3:13][S:12][C:6]1[N:7]=[CH:8][C:9]2[CH:10]=[C:18]([C:19]3[CH:20]=[C:21]([O:27][CH3:28])[CH:22]=[C:23]([O:25][CH3:26])[CH:24]=3)[C:17](=[O:29])[N:3]([CH2:1][CH3:2])[C:4]=2[N:5]=1. Given the reactants [CH2:1]([NH:3][C:4]1[C:9]([CH:10]=O)=[CH:8][N:7]=[C:6]([S:12][CH3:13])[N:5]=1)[CH3:2].C(O[C:17](=[O:29])[CH2:18][C:19]1[CH:24]=[C:23]([O:25][CH3:26])[CH:22]=[C:21]([O:27][CH3:28])[CH:20]=1)C.N12CCCN=C1CCCCC2.II, predict the reaction product. (4) Given the reactants [N:1]1([C:6]2[CH:7]=[C:8]3[C:13](=[CH:14][CH:15]=2)[N:12]=[C:11]([C:16]2[CH:21]=[CH:20][CH:19]=[CH:18][CH:17]=2)[N:10]=[CH:9]3)[CH:5]=[CH:4][N:3]=[CH:2]1.O.C([OH:26])CC.C(O)C, predict the reaction product. The product is: [OH2:26].[N:1]1([C:6]2[CH:7]=[C:8]3[C:13](=[CH:14][CH:15]=2)[N:12]=[C:11]([C:16]2[CH:21]=[CH:20][CH:19]=[CH:18][CH:17]=2)[N:10]=[CH:9]3)[CH:5]=[CH:4][N:3]=[CH:2]1. (5) Given the reactants [CH2:1]([NH:4][C:5]1[CH:10]=[C:9]([C:11]2[NH:15][C:14]3[CH:16]=[CH:17][CH:18]=[C:19]([NH:20][C:21]([C:23]4[CH:42]=[CH:41][C:26]([CH2:27][N:28]5[CH2:33][CH2:32][N:31](C(OC(C)(C)C)=O)[CH2:30][CH2:29]5)=[CH:25][CH:24]=4)=[O:22])[C:13]=3[N:12]=2)[CH:8]=[CH:7][N:6]=1)[CH2:2][CH3:3].[ClH:43].CO, predict the reaction product. The product is: [ClH:43].[ClH:43].[N:28]1([CH2:27][C:26]2[CH:41]=[CH:42][C:23]([C:21]([NH:20][C:19]3[C:13]4[N:12]=[C:11]([C:9]5[CH:8]=[CH:7][N:6]=[C:5]([NH:4][CH2:1][CH2:2][CH3:3])[CH:10]=5)[NH:15][C:14]=4[CH:16]=[CH:17][CH:18]=3)=[O:22])=[CH:24][CH:25]=2)[CH2:29][CH2:30][NH:31][CH2:32][CH2:33]1. (6) Given the reactants [F:1][C:2]1[CH:3]=[C:4]([C:9]2[C:14](=[O:15])[N:13]3[CH2:16][CH2:17][N:18]([C:19]4[CH:24]=[CH:23][CH:22]=[CH:21][CH:20]=4)[C:12]3=[N:11][CH:10]=2)[CH:5]=[CH:6][C:7]=1[OH:8].Cl[C:26]1[CH:31]=[CH:30][N:29]=[C:28]2[CH:32]=[C:33]([I:35])[S:34][C:27]=12, predict the reaction product. The product is: [F:1][C:2]1[CH:3]=[C:4]([C:9]2[C:14](=[O:15])[N:13]3[CH2:16][CH2:17][N:18]([C:19]4[CH:20]=[CH:21][CH:22]=[CH:23][CH:24]=4)[C:12]3=[N:11][CH:10]=2)[CH:5]=[CH:6][C:7]=1[O:8][C:26]1[CH:31]=[CH:30][N:29]=[C:28]2[CH:32]=[C:33]([I:35])[S:34][C:27]=12. (7) Given the reactants [F:1][C:2]1[CH:10]=[CH:9][C:8]2[NH:7][C:6]3[CH:11]=[N:12][N:13]([CH:14]4[CH2:19][CH2:18][CH2:17][CH2:16][O:15]4)[C:5]=3[C:4]=2[CH:3]=1.[CH2:20]([O:27][C:28]1[N:33]=[C:32]([CH3:34])[C:31](Br)=[CH:30][CH:29]=1)[C:21]1[CH:26]=[CH:25][CH:24]=[CH:23][CH:22]=1.C([O-])([O-])=O.[Cs+].[Cs+], predict the reaction product. The product is: [CH2:20]([O:27][C:28]1[N:33]=[C:32]([CH3:34])[C:31]([N:7]2[C:8]3[CH:9]=[CH:10][C:2]([F:1])=[CH:3][C:4]=3[C:5]3[N:13]([CH:14]4[CH2:19][CH2:18][CH2:17][CH2:16][O:15]4)[N:12]=[CH:11][C:6]2=3)=[CH:30][CH:29]=1)[C:21]1[CH:22]=[CH:23][CH:24]=[CH:25][CH:26]=1. (8) Given the reactants [Br:1][C:2]1[CH:3]=[C:4](/[CH:9]=[CH:10]/[C:11]#[N:12])[CH:5]=[CH:6][C:7]=1[F:8].[BH4-].[Na+].O, predict the reaction product. The product is: [Br:1][C:2]1[CH:3]=[C:4]([CH2:9][CH2:10][C:11]#[N:12])[CH:5]=[CH:6][C:7]=1[F:8]. (9) Given the reactants [N:1]1[CH:6]=[CH:5][CH:4]=[CH:3][C:2]=1[CH2:7][O:8][C:9]1[CH:10]=[C:11]2[C:15](=[CH:16][CH:17]=1)[N:14]([CH2:18][C:19]1[CH:24]=[CH:23][C:22]([C:25]3[CH:26]=[CH:27][C:28]([O:31][CH3:32])=[N:29][CH:30]=3)=[CH:21][CH:20]=1)[C:13]([CH2:33][C:34]([CH3:39])([CH3:38])[C:35]([OH:37])=[O:36])=[C:12]2[S:40][C:41]([CH3:44])([CH3:43])[CH3:42].[OH-].[K+:46].O, predict the reaction product. The product is: [N:1]1[CH:6]=[CH:5][CH:4]=[CH:3][C:2]=1[CH2:7][O:8][C:9]1[CH:10]=[C:11]2[C:15](=[CH:16][CH:17]=1)[N:14]([CH2:18][C:19]1[CH:20]=[CH:21][C:22]([C:25]3[CH:26]=[CH:27][C:28]([O:31][CH3:32])=[N:29][CH:30]=3)=[CH:23][CH:24]=1)[C:13]([CH2:33][C:34]([CH3:39])([CH3:38])[C:35]([O-:37])=[O:36])=[C:12]2[S:40][C:41]([CH3:44])([CH3:43])[CH3:42].[K+:46]. (10) Given the reactants [O:1]1[C:5]2[CH:6]=[CH:7][CH:8]=[CH:9][C:4]=2[CH:3]=[C:2]1[C:10]1[N:14]2[N:15]=[C:16](Cl)[CH:17]=[CH:18][C:13]2=[N:12][CH:11]=1.C(=O)([O-])[O-:21].[K+].[K+].C[N:27]1C(=O)[CH2:30][CH2:29][CH2:28]1, predict the reaction product. The product is: [O:1]1[C:5]2[CH:6]=[CH:7][CH:8]=[CH:9][C:4]=2[CH:3]=[C:2]1[C:10]1[N:14]2[N:15]=[C:16]([O:21][C@H:29]([CH3:30])[CH2:28][NH2:27])[CH:17]=[CH:18][C:13]2=[N:12][CH:11]=1.